Dataset: Forward reaction prediction with 1.9M reactions from USPTO patents (1976-2016). Task: Predict the product of the given reaction. (1) Given the reactants Br[C:2]1[CH:3]=[CH:4][C:5]2[CH:9]=[CH:8][S:7][C:6]=2[CH:10]=1.[CH3:11][S-:12].[Na+], predict the reaction product. The product is: [CH3:11][S:12][C:2]1[CH:3]=[CH:4][C:5]2[CH:9]=[CH:8][S:7][C:6]=2[CH:10]=1. (2) Given the reactants [F:1][C:2]1[CH:7]=[CH:6][C:5]([NH2:8])=[CH:4][C:3]=1[NH:9][C:10](=[O:17])[C:11]1[CH:16]=[CH:15][CH:14]=[CH:13][CH:12]=1.Cl.[Cl:19][C:20]1[C:29]2[C:24](=[C:25]([O:34][CH3:35])[C:26]([O:32][CH3:33])=[C:27]([O:30][CH3:31])[CH:28]=2)[N:23]=[CH:22][N:21]=1, predict the reaction product. The product is: [ClH:19].[C:10]([NH:9][C:3]1[CH:4]=[C:5]([CH:6]=[CH:7][C:2]=1[F:1])[NH:8][C:20]1[C:29]2[C:24](=[C:25]([O:34][CH3:35])[C:26]([O:32][CH3:33])=[C:27]([O:30][CH3:31])[CH:28]=2)[N:23]=[CH:22][N:21]=1)(=[O:17])[C:11]1[CH:16]=[CH:15][CH:14]=[CH:13][CH:12]=1. (3) The product is: [C:44]([C:48]1[CH:68]=[CH:67][C:51]([CH2:52][N:53]([CH2:54][CH2:55][C:56]2[CH:61]=[CH:60][C:59]([F:62])=[C:58]([C:63]([F:65])([F:66])[F:64])[CH:57]=2)[C:10]([C:8]2[CH:7]=[CH:6][CH:5]=[C:4]3[C:9]=2[NH:1][CH:2]=[CH:3]3)=[O:12])=[CH:50][CH:49]=1)([CH3:47])([CH3:45])[CH3:46]. Given the reactants [NH:1]1[C:9]2[C:4](=[CH:5][CH:6]=[CH:7][C:8]=2[C:10]([OH:12])=O)[CH:3]=[CH:2]1.CN(C(ON1N=NC2C=CC=CC1=2)=[N+](C)C)C.[B-](F)(F)(F)F.C(N(CC)C(C)C)(C)C.[C:44]([C:48]1[CH:68]=[CH:67][C:51]([CH2:52][NH:53][CH2:54][CH2:55][C:56]2[CH:61]=[CH:60][C:59]([F:62])=[C:58]([C:63]([F:66])([F:65])[F:64])[CH:57]=2)=[CH:50][CH:49]=1)([CH3:47])([CH3:46])[CH3:45], predict the reaction product. (4) Given the reactants [CH2:1]([O:3][C:4]([C:6]1[S:7][CH:8]=[C:9]([C:11]([OH:13])=O)[N:10]=1)=[O:5])[CH3:2].Cl.[CH:15]12[NH:21][CH:18]([CH2:19][CH2:20]1)[CH2:17][CH2:16]2.CN(C(ON1N=NC2C=CC=NC1=2)=[N+](C)C)C.F[P-](F)(F)(F)(F)F.O, predict the reaction product. The product is: [CH:18]12[N:21]([C:11]([C:9]3[N:10]=[C:6]([C:4]([O:3][CH2:1][CH3:2])=[O:5])[S:7][CH:8]=3)=[O:13])[CH:15]([CH2:20][CH2:19]1)[CH2:16][CH2:17]2. (5) The product is: [N:1]1[C:10]2[C:5](=[CH:6][CH:7]=[CH:8][C:9]=2/[CH:11]=[CH:21]/[CH:22]=[O:23])[CH:4]=[CH:3][CH:2]=1. Given the reactants [N:1]1[C:10]2[C:5](=[CH:6][CH:7]=[CH:8][C:9]=2[CH:11]=O)[CH:4]=[CH:3][CH:2]=1.N1(C2C=C[C:21]([CH:22]=[O:23])=CC=2)C=CC=N1, predict the reaction product. (6) Given the reactants [C:1]([NH:5][C:6](=[O:9])[CH:7]=[CH2:8])([CH3:4])([CH3:3])[CH3:2].[C:10]([NH2:14])(=[O:13])[CH:11]=[CH2:12], predict the reaction product. The product is: [C:1]([NH:5][C:6](=[O:9])[CH:7]=[CH2:8])([CH3:4])([CH3:3])[CH3:2].[C:10]([NH2:14])(=[O:13])[CH:11]=[CH2:12].